From a dataset of Retrosynthesis with 50K atom-mapped reactions and 10 reaction types from USPTO. Predict the reactants needed to synthesize the given product. (1) Given the product COC(=O)C1CN1C(=O)c1ccc(Cl)s1, predict the reactants needed to synthesize it. The reactants are: COC(=O)C1CN1.O=C(O)c1ccc(Cl)s1. (2) Given the product CCCCN(C)CCCCCn1c2c(c3ccccc31)CCSc1ccccc1-2, predict the reactants needed to synthesize it. The reactants are: CCCCNC.ClCCCCCn1c2c(c3ccccc31)CCSc1ccccc1-2. (3) Given the product CC(=Cc1cccc([N+](=O)[O-])c1)C(=O)O, predict the reactants needed to synthesize it. The reactants are: CCC(=O)[O-].O=Cc1cccc([N+](=O)[O-])c1. (4) Given the product CCCc1c(OCCCS(=O)CC2COC(CCC(=O)O)(CCC(=O)O)S2)ccc(C(C)=O)c1O, predict the reactants needed to synthesize it. The reactants are: CCCc1c(OCCCSCC2COC(CCC(=O)O)(CCC(=O)O)S2)ccc(C(C)=O)c1O.O=C(OO)c1ccccc1Cl. (5) Given the product O=C(c1cccc([N+](=O)[O-])c1)C1CCN(C(=O)C(F)(F)F)CC1, predict the reactants needed to synthesize it. The reactants are: O=C(OC(=O)C(F)(F)F)C(F)(F)F.O=C(c1cccc([N+](=O)[O-])c1)C1CCNCC1. (6) Given the product C[C@H]1C[C@@H](Nc2cccc(NC(=O)c3ccc(F)cc3Cl)c2)CCN1C, predict the reactants needed to synthesize it. The reactants are: C=O.C[C@H]1C[C@@H](Nc2cccc(NC(=O)c3ccc(F)cc3Cl)c2)CCN1. (7) Given the product CC(C)CNCc1ccc(-c2cccc(S(C)(=O)=O)c2)s1, predict the reactants needed to synthesize it. The reactants are: CC(C)CNCc1ccc(Br)s1.CS(=O)(=O)c1cccc(B(O)O)c1.